This data is from NCI-60 drug combinations with 297,098 pairs across 59 cell lines. The task is: Regression. Given two drug SMILES strings and cell line genomic features, predict the synergy score measuring deviation from expected non-interaction effect. Drug 1: C1C(C(OC1N2C=NC3=C(N=C(N=C32)Cl)N)CO)O. Drug 2: C#CCC(CC1=CN=C2C(=N1)C(=NC(=N2)N)N)C3=CC=C(C=C3)C(=O)NC(CCC(=O)O)C(=O)O. Cell line: LOX IMVI. Synergy scores: CSS=60.2, Synergy_ZIP=2.17, Synergy_Bliss=-5.62, Synergy_Loewe=-5.44, Synergy_HSA=-3.90.